Dataset: Forward reaction prediction with 1.9M reactions from USPTO patents (1976-2016). Task: Predict the product of the given reaction. Given the reactants [NH2:1][CH:2]([CH2:13][C:14]1[CH:19]=[CH:18][CH:17]=[C:16]([O:20][CH2:21][C:22]2[CH:27]=[CH:26][CH:25]=[CH:24][CH:23]=2)[CH:15]=1)[C:3]([O:5][CH2:6][C:7]1[CH:12]=[CH:11][CH:10]=[CH:9][CH:8]=1)=[O:4].[C:28]([O:32][C:33]([NH:35][C:36]1[CH:43]=[CH:42][C:39]([CH2:40][NH2:41])=[CH:38][CH:37]=1)=[O:34])([CH3:31])([CH3:30])[CH3:29].C(N(CC)CC)C.C[CH2:52][O:53]C(C)=O, predict the reaction product. The product is: [CH2:21]([O:20][C:16]1[CH:15]=[C:14]([CH2:13][CH:2]([NH:1][C:52]([NH:41][CH2:40][C:39]2[CH:38]=[CH:37][C:36]([NH:35][C:33]([O:32][C:28]([CH3:31])([CH3:29])[CH3:30])=[O:34])=[CH:43][CH:42]=2)=[O:53])[C:3]([O:5][CH2:6][C:7]2[CH:8]=[CH:9][CH:10]=[CH:11][CH:12]=2)=[O:4])[CH:19]=[CH:18][CH:17]=1)[C:22]1[CH:23]=[CH:24][CH:25]=[CH:26][CH:27]=1.